From a dataset of Catalyst prediction with 721,799 reactions and 888 catalyst types from USPTO. Predict which catalyst facilitates the given reaction. (1) Reactant: C([Li])CCC.CCCCCC.C(NC(C)C)(C)C.[Cl:19][C:20]1[N:28]=[C:27]([Cl:29])[C:26]([F:30])=[CH:25][C:21]=1[C:22]([OH:24])=[O:23].CN([CH:34]=[O:35])C.Cl. Product: [Cl:19][C:20]1[C:21]2[C:22](=[O:24])[O:23][CH:34]([OH:35])[C:25]=2[C:26]([F:30])=[C:27]([Cl:29])[N:28]=1. The catalyst class is: 1. (2) Product: [CH3:1][C:2]1[CH:7]=[C:6]([CH3:8])[NH:5][C:4](=[O:9])[C:3]=1[CH2:10][NH:11][C:12]([C:14]1[C:15]2[CH:29]=[N:28][N:27]([CH:30]([CH3:32])[CH3:31])[C:16]=2[N:17]=[C:18]([N:20]2[CH2:25][CH2:24][CH:23]([OH:26])[CH2:22][CH2:21]2)[CH:19]=1)=[O:13]. The catalyst class is: 5. Reactant: [CH3:1][C:2]1[CH:7]=[C:6]([CH3:8])[NH:5][C:4](=[O:9])[C:3]=1[CH2:10][NH:11][C:12]([C:14]1[C:15]2[CH:29]=[N:28][N:27]([CH:30]([CH3:32])[CH3:31])[C:16]=2[N:17]=[C:18]([N:20]2[CH2:25][CH2:24][C:23](=[O:26])[CH2:22][CH2:21]2)[CH:19]=1)=[O:13].[BH4-].[Na+].